From a dataset of Full USPTO retrosynthesis dataset with 1.9M reactions from patents (1976-2016). Predict the reactants needed to synthesize the given product. (1) Given the product [ClH:46].[ClH:46].[NH2:16][C@@H:3]([CH2:4][CH2:5][CH2:6][CH2:7][NH2:8])[C:2]([NH:20][CH2:21][CH2:22][CH2:23][C:24](=[O:45])[NH:25][C:26](=[O:44])[CH2:27][C:28]1[CH:29]=[CH:30][C:31]([CH2:34][CH2:35][CH2:36][CH2:37][C:38]2[CH:39]=[CH:40][CH:41]=[CH:42][CH:43]=2)=[CH:32][CH:33]=1)=[O:1], predict the reactants needed to synthesize it. The reactants are: [O:1]=[C:2]([NH:20][CH2:21][CH2:22][CH2:23][C:24](=[O:45])[NH:25][C:26](=[O:44])[CH2:27][C:28]1[CH:33]=[CH:32][C:31]([CH2:34][CH2:35][CH2:36][CH2:37][C:38]2[CH:43]=[CH:42][CH:41]=[CH:40][CH:39]=2)=[CH:30][CH:29]=1)[C@@H:3]([NH:16]C(=O)[O-])[CH2:4][CH2:5][CH2:6][CH2:7][NH:8]C(=O)OC(C)(C)C.[ClH:46]. (2) Given the product [C:12]([C:14]1[CH:20]=[CH:19][C:17]([NH:18][C:3](=[O:5])[C:2](=[O:1])[CH:6]2[CH2:11][CH2:10][O:9][CH2:8][CH2:7]2)=[CH:16][C:15]=1[C:21]([F:22])([F:23])[F:24])#[N:13], predict the reactants needed to synthesize it. The reactants are: [O:1]=[C:2]([CH:6]1[CH2:11][CH2:10][O:9][CH2:8][CH2:7]1)[C:3]([OH:5])=O.[C:12]([C:14]1[CH:20]=[CH:19][C:17]([NH2:18])=[CH:16][C:15]=1[C:21]([F:24])([F:23])[F:22])#[N:13].S(Cl)(Cl)=O. (3) The reactants are: [Br:1][C:2]1[CH:3]=[C:4]([CH3:11])[C:5]([C:8]([OH:10])=[O:9])=[N:6][CH:7]=1.O=S(Cl)Cl.[CH3:16]O. Given the product [Br:1][C:2]1[CH:3]=[C:4]([CH3:11])[C:5]([C:8]([O:10][CH3:16])=[O:9])=[N:6][CH:7]=1, predict the reactants needed to synthesize it. (4) Given the product [Br:24][C:25]1[CH:26]=[C:27]2[C:28](=[CH:29][CH:30]=1)[CH2:31][C:3]1([C:4]3[C:9](=[CH:8][CH:7]=[CH:6][CH:5]=3)[NH:1][C:2]1=[O:10])[CH2:33]2, predict the reactants needed to synthesize it. The reactants are: [NH:1]1[C:9]2[C:4](=[CH:5][CH:6]=[CH:7][CH:8]=2)[CH2:3][C:2]1=[O:10].C([Li])CCC.CN(C)CCN(C)C.[Br:24][C:25]1[CH:30]=[CH:29][C:28]([CH2:31]Br)=[C:27]([CH2:33]Br)[CH:26]=1. (5) Given the product [Cl:1][C:2]1[CH:6]=[C:5]([Cl:7])[N:4]([CH2:8][O:9][CH2:10][CH2:11][Si:12]([CH3:13])([CH3:14])[CH3:15])[C:3]=1[C:16]([OH:18])=[O:17], predict the reactants needed to synthesize it. The reactants are: [Cl:1][C:2]1[CH:6]=[C:5]([Cl:7])[N:4]([CH2:8][O:9][CH2:10][CH2:11][Si:12]([CH3:15])([CH3:14])[CH3:13])[C:3]=1[C:16]([O:18]C)=[O:17].[OH-].[K+]. (6) Given the product [Br:12][C:13]1[CH:14]=[CH:15][C:16]([C:19]([C:21]2[CH:26]=[CH:25][CH:24]=[CH:23][C:22]=2[CH:27]([O:28][CH2:29][CH3:30])[O:31][CH2:32][CH3:33])=[O:20])=[C:17]([O:5][N:4]=[C:2]([CH3:3])[CH3:1])[CH:18]=1, predict the reactants needed to synthesize it. The reactants are: [CH3:1][C:2](=[N:4][OH:5])[CH3:3].CC(C)([O-])C.[K+].[Br:12][C:13]1[CH:18]=[CH:17][C:16]([C:19]([C:21]2[CH:26]=[CH:25][CH:24]=[CH:23][C:22]=2[CH:27]([O:31][CH2:32][CH3:33])[O:28][CH2:29][CH3:30])=[O:20])=[C:15](F)[CH:14]=1. (7) Given the product [CH:1]1([N:6]2[CH2:7][CH2:8][N:9]([C:12]([C:14]3[CH:15]=[C:16]4[C:20](=[CH:21][CH:22]=3)[N:19]([CH:34]([CH3:36])[CH3:35])[C:18]([C:23]([N:25]3[CH2:26][CH2:27][O:28][CH2:29][CH2:30]3)=[O:24])=[CH:17]4)=[O:13])[CH2:10][CH2:11]2)[CH2:5][CH2:4][CH2:3][CH2:2]1, predict the reactants needed to synthesize it. The reactants are: [CH:1]1([N:6]2[CH2:11][CH2:10][N:9]([C:12]([C:14]3[CH:15]=[C:16]4[C:20](=[CH:21][CH:22]=3)[NH:19][C:18]([C:23]([N:25]3[CH2:30][CH2:29][O:28][CH2:27][CH2:26]3)=[O:24])=[CH:17]4)=[O:13])[CH2:8][CH2:7]2)[CH2:5][CH2:4][CH2:3][CH2:2]1.[H-].[Na+].Br[CH:34]([CH3:36])[CH3:35]. (8) Given the product [CH3:12][N:11]([CH3:13])[S:8]([N:4]1[CH:5]=[CH:6][N:7]=[C:3]1[CH2:1][NH:16][CH3:15])(=[O:10])=[O:9], predict the reactants needed to synthesize it. The reactants are: [CH:1]([C:3]1[N:4]([S:8]([N:11]([CH3:13])[CH3:12])(=[O:10])=[O:9])[CH:5]=[CH:6][N:7]=1)=O.Cl.[CH3:15][NH2:16].C(O[BH-](OC(=O)C)OC(=O)C)(=O)C.[Na+].C(=O)([O-])O.[Na+]. (9) Given the product [C:10]1([NH:9][C:6]([C:3]2[CH:4]=[CH:5][S:1][N:2]=2)=[O:7])[CH:15]=[CH:14][CH:13]=[CH:12][CH:11]=1, predict the reactants needed to synthesize it. The reactants are: [S:1]1[CH:5]=[CH:4][C:3]([C:6](Cl)=[O:7])=[N:2]1.[NH2:9][C:10]1[CH:15]=[CH:14][CH:13]=[CH:12][CH:11]=1.C(OCC)C.C(Cl)Cl. (10) Given the product [C:1]([O:5][C:6](=[O:40])[C:7]1[CH:12]=[CH:11][CH:10]=[C:9]([C:13]2[CH:14]=[C:15]3[C:21]([C:22]4[CH:27]=[CH:26][CH:25]=[CH:24][C:23]=4[O:28][CH3:29])=[CH:20][NH:19][C:16]3=[N:17][CH:18]=2)[CH:8]=1)([CH3:4])([CH3:3])[CH3:2], predict the reactants needed to synthesize it. The reactants are: [C:1]([O:5][C:6](=[O:40])[C:7]1[CH:12]=[CH:11][CH:10]=[C:9]([C:13]2[CH:14]=[C:15]3[C:21]([C:22]4[CH:27]=[CH:26][CH:25]=[CH:24][C:23]=4[O:28][CH3:29])=[CH:20][N:19](S(C4C=CC(C)=CC=4)(=O)=O)[C:16]3=[N:17][CH:18]=2)[CH:8]=1)([CH3:4])([CH3:3])[CH3:2].CO.CC(C)=O.[OH-].[K+].